Dataset: Catalyst prediction with 721,799 reactions and 888 catalyst types from USPTO. Task: Predict which catalyst facilitates the given reaction. (1) Reactant: [CH3:1][O:2][C:3]([C:5]1[N:6]([NH2:11])[CH:7]=[C:8]([Cl:10])[CH:9]=1)=[O:4].[C:12]1([C:18]2[CH:25]=[CH:24][C:21]([CH:22]=O)=[CH:20][CH:19]=2)[CH:17]=[CH:16][CH:15]=[CH:14][CH:13]=1. Product: [CH3:1][O:2][C:3]([C:5]1[N:6]([N:11]=[CH:22][C:21]2[CH:24]=[CH:25][C:18]([C:12]3[CH:13]=[CH:14][CH:15]=[CH:16][CH:17]=3)=[CH:19][CH:20]=2)[CH:7]=[C:8]([Cl:10])[CH:9]=1)=[O:4]. The catalyst class is: 5. (2) Reactant: [F:1][C:2]1[CH:10]=[C:9]2[C:5]([CH2:6][CH2:7][N:8]2[C:11]([O:13][C:14]([CH3:17])([CH3:16])[CH3:15])=[O:12])=[CH:4][CH:3]=1.[Br:18]N1C(=O)CCC1=O. Product: [Br:18][C:3]1[CH:4]=[C:5]2[C:9](=[CH:10][C:2]=1[F:1])[N:8]([C:11]([O:13][C:14]([CH3:17])([CH3:16])[CH3:15])=[O:12])[CH2:7][CH2:6]2. The catalyst class is: 2. (3) Reactant: [NH2:1][C:2]1[CH:16]=[CH:15][C:5]([CH2:6][P:7](=[O:14])([O:11][CH2:12][CH3:13])[O:8][CH2:9][CH3:10])=[CH:4][CH:3]=1.[C:17]1([C:23]2[O:27][N:26]=[CH:25][C:24]=2[CH2:28][C:29](O)=[O:30])[CH:22]=[CH:21][CH:20]=[CH:19][CH:18]=1.O.ON1C2C=CC=CC=2N=N1.Cl.C(N=C=NCCCN(C)C)C. Product: [CH2:12]([O:11][P:7]([CH2:6][C:5]1[CH:4]=[CH:3][C:2]([NH:1][C:29](=[O:30])[CH2:28][C:24]2[CH:25]=[N:26][O:27][C:23]=2[C:17]2[CH:18]=[CH:19][CH:20]=[CH:21][CH:22]=2)=[CH:16][CH:15]=1)([O:8][CH2:9][CH3:10])=[O:14])[CH3:13]. The catalyst class is: 145. (4) Reactant: [N+:1]([C:4]1[C:5](O)=[N:6][CH:7]=[C:8]([C:10]([F:13])([F:12])[F:11])[CH:9]=1)([O-:3])=[O:2].P(Cl)(Cl)([Cl:17])=O. Product: [Cl:17][C:5]1[C:4]([N+:1]([O-:3])=[O:2])=[CH:9][C:8]([C:10]([F:13])([F:12])[F:11])=[CH:7][N:6]=1. The catalyst class is: 9. (5) Reactant: [H-].[Na+].[C:3]([O:7][C:8]([NH:10][C@H:11]([C:15]1[NH:16][C:17]([C:20]2[CH:25]=[CH:24][C:23]([NH:26][C:27](=[O:30])[O:28][CH3:29])=[CH:22][C:21]=2[N+:31]([O-:33])=[O:32])=[CH:18][N:19]=1)[CH2:12][CH:13]=[CH2:14])=[O:9])([CH3:6])([CH3:5])[CH3:4].[CH3:34][Si:35]([CH2:38][CH2:39][O:40][CH2:41]Cl)([CH3:37])[CH3:36]. Product: [C:3]([O:7][C:8]([NH:10][C@H:11]([C:15]1[N:19]([CH2:41][O:40][CH2:39][CH2:38][Si:35]([CH3:37])([CH3:36])[CH3:34])[CH:18]=[C:17]([C:20]2[CH:25]=[CH:24][C:23]([NH:26][C:27](=[O:30])[O:28][CH3:29])=[CH:22][C:21]=2[N+:31]([O-:33])=[O:32])[N:16]=1)[CH2:12][CH:13]=[CH2:14])=[O:9])([CH3:4])([CH3:5])[CH3:6]. The catalyst class is: 1. (6) Reactant: C([SiH](CC)CC)C.[CH3:8][C:9]1([CH3:23])[C:18](=O)[C:17]2[C:12](=[CH:13][CH:14]=[C:15]([S:20][CH3:21])[CH:16]=2)[NH:11][C:10]1=[O:22].C(=O)([O-])[O-].[K+].[K+]. Product: [CH3:8][C:9]1([CH3:23])[CH2:18][C:17]2[C:12](=[CH:13][CH:14]=[C:15]([S:20][CH3:21])[CH:16]=2)[NH:11][C:10]1=[O:22]. The catalyst class is: 55.